Dataset: Catalyst prediction with 721,799 reactions and 888 catalyst types from USPTO. Task: Predict which catalyst facilitates the given reaction. The catalyst class is: 9. Reactant: [NH2:1][C:2]1[C:3]2[C:10]([C:11]3[CH:16]=[CH:15][CH:14]=[C:13]([O:17][CH2:18][C:19]4[CH:24]=[CH:23][CH:22]=[CH:21][CH:20]=4)[CH:12]=3)=[CH:9][N:8]([C@@H:25]3[CH2:28][C@H:27]([C:29](O)=[O:30])[CH2:26]3)[C:4]=2[N:5]=[CH:6][N:7]=1.F[B-](F)(F)F.O=[C:38]1C=CC=[CH:40][N:39]1OC(N(C)C)=[N+](C)C.C(N(C(C)C)CC)(C)C.CNC. Product: [CH3:38][N:39]([CH3:40])[C:29]([C@H:27]1[CH2:28][C@@H:25]([N:8]2[C:4]3[N:5]=[CH:6][N:7]=[C:2]([NH2:1])[C:3]=3[C:10]([C:11]3[CH:16]=[CH:15][CH:14]=[C:13]([O:17][CH2:18][C:19]4[CH:20]=[CH:21][CH:22]=[CH:23][CH:24]=4)[CH:12]=3)=[CH:9]2)[CH2:26]1)=[O:30].